From a dataset of Forward reaction prediction with 1.9M reactions from USPTO patents (1976-2016). Predict the product of the given reaction. (1) Given the reactants [O:1]=[C:2]1[C:7]([CH2:8][C:9]2[CH:14]=[CH:13][C:12]([C:15]3[C:16]([C:21]#[N:22])=[CH:17][CH:18]=[CH:19][CH:20]=3)=[CH:11][CH:10]=2)=[C:6]([CH2:23][CH2:24][CH3:25])[N:5]2[N:26]=[CH:27][N:28]=[C:4]2[NH:3]1.[C:29]1(B(O)O)[CH:34]=[CH:33][CH:32]=[CH:31][CH:30]=1.C(N(CC)CC)C.N1C=CC=CC=1, predict the reaction product. The product is: [O:1]=[C:2]1[C:7]([CH2:8][C:9]2[CH:10]=[CH:11][C:12]([C:15]3[C:16]([C:21]#[N:22])=[CH:17][CH:18]=[CH:19][CH:20]=3)=[CH:13][CH:14]=2)=[C:6]([CH2:23][CH2:24][CH3:25])[N:5]2[N:26]=[CH:27][N:28]=[C:4]2[N:3]1[C:29]1[CH:34]=[CH:33][CH:32]=[CH:31][CH:30]=1. (2) Given the reactants [O:1]([C:8]1[N:15]=[CH:14][CH:13]=[CH:12][C:9]=1[C:10]#[N:11])[C:2]1[CH:7]=[CH:6][CH:5]=[CH:4][CH:3]=1, predict the reaction product. The product is: [O:1]([C:8]1[C:9]([CH2:10][NH2:11])=[CH:12][CH:13]=[CH:14][N:15]=1)[C:2]1[CH:7]=[CH:6][CH:5]=[CH:4][CH:3]=1. (3) Given the reactants [OH:1][C:2]1[CH:18]=[C:17]([OH:19])[C:16]([CH2:20][CH2:21][CH2:22][NH:23]C(=O)C(F)(F)F)=[CH:15][C:3]=1[C:4]([C:6]1[CH:14]=[CH:13][CH:12]=[CH:11][C:7]=1[C:8]([OH:10])=[O:9])=[O:5], predict the reaction product. The product is: [NH2:23][CH2:22][CH2:21][CH2:20][C:16]1[C:17]([OH:19])=[CH:18][C:2]([OH:1])=[C:3]([CH:15]=1)[C:4]([C:6]1[CH:14]=[CH:13][CH:12]=[CH:11][C:7]=1[C:8]([OH:10])=[O:9])=[O:5]. (4) Given the reactants [C:1]([O:5][C:6]([NH:8][CH2:9][CH2:10][CH2:11][N:12]1[C:20]([C:21]([O:23]C)=[O:22])=[C:19]2[C:14]([C:15]3[CH:28]=[C:27]([C:29]4[CH:34]=[CH:33][CH:32]=[C:31]([N+:35]([O-:37])=[O:36])[CH:30]=4)[C:26]([O:38][CH3:39])=[CH:25][C:16]=3[CH:17]=[CH:18]2)=[N:13]1)=[O:7])([CH3:4])([CH3:3])[CH3:2].O.[OH-].[Li+], predict the reaction product. The product is: [C:1]([O:5][C:6]([NH:8][CH2:9][CH2:10][CH2:11][N:12]1[C:20]([C:21]([OH:23])=[O:22])=[C:19]2[C:14]([C:15]3[CH:28]=[C:27]([C:29]4[CH:34]=[CH:33][CH:32]=[C:31]([N+:35]([O-:37])=[O:36])[CH:30]=4)[C:26]([O:38][CH3:39])=[CH:25][C:16]=3[CH:17]=[CH:18]2)=[N:13]1)=[O:7])([CH3:3])([CH3:4])[CH3:2]. (5) Given the reactants [C:1]([O:5][C:6]([NH:8][C:9]1[CH:10]=[C:11]2[C:16](=[CH:17][CH:18]=1)[N:15]=[C:14]([CH3:19])[CH:13]=[CH:12]2)=[O:7])([CH3:4])([CH3:3])[CH3:2].[O:20]1CCOCC1, predict the reaction product. The product is: [C:1]([O:5][C:6]([NH:8][C:9]1[CH:10]=[C:11]2[C:16](=[CH:17][CH:18]=1)[N:15]=[C:14]([CH:19]=[O:20])[CH:13]=[CH:12]2)=[O:7])([CH3:4])([CH3:3])[CH3:2].